This data is from Full USPTO retrosynthesis dataset with 1.9M reactions from patents (1976-2016). The task is: Predict the reactants needed to synthesize the given product. Given the product [CH:4]1[N:3]2[C:2]([CH2:6][O:7][C:8]3[CH:9]=[C:10]([CH:11]=[O:12])[CH:13]=[CH:14][C:15]=32)=[N:1][CH:5]=1, predict the reactants needed to synthesize it. The reactants are: [NH:1]1[CH:5]=[CH:4][N:3]=[C:2]1[CH2:6][O:7][C:8]1[CH:9]=[C:10]([CH:13]=[CH:14][C:15]=1I)[CH:11]=[O:12].C(=O)([O-])[O-].[Cs+].[Cs+].CN[C@@H]1CCCC[C@H]1NC.